This data is from Catalyst prediction with 721,799 reactions and 888 catalyst types from USPTO. The task is: Predict which catalyst facilitates the given reaction. (1) Reactant: [SH:1][C:2]1[CH:11]=[C:10]2[C:5]([C:6](=[O:22])[C:7]([C:20]#[N:21])=[CH:8][N:9]2COCC[Si](C)(C)C)=[CH:4][C:3]=1[N+:23]([O-])=O.O1CCC[CH2:27]1. Product: [OH:22][C:6]1[C:5]2[CH:4]=[C:3]3[N:23]=[CH:27][S:1][C:2]3=[CH:11][C:10]=2[N:9]=[CH:8][C:7]=1[C:20]#[N:21]. The catalyst class is: 5. (2) Product: [C:1]([C:3]1[CH:8]=[CH:7][C:6]([C:9]2[O:10][C:11]3[CH:17]=[CH:16][C:15]([O:18][CH2:20][CH2:21][CH2:22][CH2:23][CH2:24][CH2:25][OH:26])=[CH:14][C:12]=3[N:13]=2)=[CH:5][CH:4]=1)#[N:2]. Reactant: [C:1]([C:3]1[CH:8]=[CH:7][C:6]([C:9]2[O:10][C:11]3[CH:17]=[CH:16][C:15]([OH:18])=[CH:14][C:12]=3[N:13]=2)=[CH:5][CH:4]=1)#[N:2].Cl[CH2:20][CH2:21][CH2:22][CH2:23][CH2:24][CH2:25][OH:26].C([O-])([O-])=O.[K+].[K+].O. The catalyst class is: 3. (3) The catalyst class is: 52. Reactant: [C:1]([O:5][C:6]([N:8]1[CH2:15][C:14]2[C:10](=[N:11][NH:12][C:13]=2[NH2:16])[CH2:9]1)=[O:7])([CH3:4])([CH3:3])[CH3:2].[F:17][CH:18]([C:22](=O)[CH3:23])[C:19](=O)[CH3:20]. Product: [C:1]([O:5][C:6]([N:8]1[CH2:15][C:14]2=[C:13]3[N:12]([N:11]=[C:10]2[CH2:9]1)[C:22]([CH3:23])=[C:18]([F:17])[C:19]([CH3:20])=[N:16]3)=[O:7])([CH3:4])([CH3:2])[CH3:3]. (4) Reactant: [CH2:1]=[CH:2][CH2:3][N:4]1[C@@H:21]2[CH2:22][C:9]3[CH:10]=[CH:11][C:12]([OH:24])=[C:13]4[O:14][C@H:15]5[C:16]([CH2:18][CH2:19][C@:20]2([OH:23])[C@:7]5([C:8]=34)[CH2:6][CH2:5]1)=[O:17].Cl. Product: [CH2:1]=[CH:2][CH2:3][N:4]1[C@@H:21]2[CH2:22][C:9]3[CH:10]=[CH:11][C:12]([OH:24])=[C:13]4[O:14][C@H:15]5[C:16]([CH2:18][CH2:19][C@:20]2([OH:23])[C@:7]5([C:8]=34)[CH2:6][CH2:5]1)=[O:17]. The catalyst class is: 6.